From a dataset of Full USPTO retrosynthesis dataset with 1.9M reactions from patents (1976-2016). Predict the reactants needed to synthesize the given product. (1) Given the product [F:13][C:14]1[CH:19]=[C:18]([C:10]2([OH:12])[CH2:11][N:8]([C:1]([O:3][C:4]([CH3:7])([CH3:6])[CH3:5])=[O:2])[CH2:9]2)[CH:17]=[CH:16][CH:15]=1, predict the reactants needed to synthesize it. The reactants are: [C:1]([N:8]1[CH2:11][C:10](=[O:12])[CH2:9]1)([O:3][C:4]([CH3:7])([CH3:6])[CH3:5])=[O:2].[F:13][C:14]1[CH:15]=[C:16]([Mg]Br)[CH:17]=[CH:18][CH:19]=1. (2) The reactants are: [H-].[Na+].[C:3]([O:10][CH3:11])(=[O:9])[CH2:4][C:5]([O:7][CH3:8])=[O:6].F[C:13]1[CH:18]=[CH:17][C:16]([NH:19][C:20]2[CH:25]=[CH:24][CH:23]=[C:22]([N+:26]([O-:28])=[O:27])[CH:21]=2)=[CH:15][C:14]=1[N+:29]([O-:31])=[O:30]. Given the product [CH3:8][O:7][C:5](=[O:6])[CH:4]([C:13]1[CH:18]=[CH:17][C:16]([NH:19][C:20]2[CH:25]=[CH:24][CH:23]=[C:22]([N+:26]([O-:28])=[O:27])[CH:21]=2)=[CH:15][C:14]=1[N+:29]([O-:31])=[O:30])[C:3]([O:10][CH3:11])=[O:9], predict the reactants needed to synthesize it. (3) The reactants are: [CH2:1]([O:3][C:4](=[O:17])/[CH:5]=[CH:6]/[C:7]1[CH:12]=[CH:11][C:10]([N+:13]([O-:15])=[O:14])=[C:9]([Br:16])[CH:8]=1)[CH3:2].[Br-].[CH2:19]([S+]1CCCC1)[C:20]1[CH:25]=[CH:24][CH:23]=[CH:22][CH:21]=1.[SH3+].C1OCCOCCOCCOC1.[Li+].C[Si]([N-][Si](C)(C)C)(C)C. Given the product [CH2:1]([O:3][C:4]([C@@H:5]1[C@H:19]([C:20]2[CH:25]=[CH:24][CH:23]=[CH:22][CH:21]=2)[C@H:6]1[C:7]1[CH:12]=[CH:11][C:10]([N+:13]([O-:15])=[O:14])=[C:9]([Br:16])[CH:8]=1)=[O:17])[CH3:2], predict the reactants needed to synthesize it. (4) Given the product [N:4]1[C:5]2[C:10](=[CH:9][CH:8]=[CH:7][CH:6]=2)[CH:11]=[CH:12][C:3]=1[CH2:1][CH2:2][NH:14][OH:15], predict the reactants needed to synthesize it. The reactants are: [CH:1]([C:3]1[CH:12]=[CH:11][C:10]2[C:5](=[CH:6][CH:7]=[CH:8][CH:9]=2)[N:4]=1)=[CH2:2].Cl.[NH2:14][OH:15]. (5) Given the product [CH3:44][NH:45][C:2]1[CH:7]=[C:6]([C:8]2[CH:9]=[N:10][CH:11]=[CH:12][C:13]=2[O:14][C:15]2[CH:20]=[CH:19][C:18]([NH:21][C:22]3[C:31]4[C:26](=[CH:27][CH:28]=[CH:29][CH:30]=4)[C:25]([C:32]4[CH:37]=[CH:36][CH:35]=[CH:34][CH:33]=4)=[N:24][N:23]=3)=[CH:17][CH:16]=2)[CH:5]=[CH:4][N:3]=1, predict the reactants needed to synthesize it. The reactants are: F[C:2]1[CH:7]=[C:6]([C:8]2[CH:9]=[N:10][CH:11]=[CH:12][C:13]=2[O:14][C:15]2[CH:20]=[CH:19][C:18]([NH:21][C:22]3[C:31]4[C:26](=[CH:27][CH:28]=[CH:29][CH:30]=4)[C:25]([C:32]4[CH:37]=[CH:36][CH:35]=[CH:34][CH:33]=4)=[N:24][N:23]=3)=[CH:17][CH:16]=2)[CH:5]=[CH:4][N:3]=1.C(=O)([O-])[O-].[K+].[K+].[CH3:44][NH2:45]. (6) Given the product [NH2:27][C:21]1[N:20]=[C:19]([O:28][CH2:29][CH2:30][O:31][CH3:32])[N:18]=[C:17]2[C:22]=1[NH:23][C:24](=[O:25])[N:16]2[CH2:15][C:12]1[CH:13]=[N:14][C:9]([CH2:8][CH2:7][CH2:2][N:49]2[CH2:54][CH2:53][O:52][CH2:51][CH2:50]2)=[CH:10][CH:11]=1, predict the reactants needed to synthesize it. The reactants are: O1CCCO[CH:2]1[CH2:7][CH2:8][C:9]1[N:14]=[CH:13][C:12]([CH2:15][N:16]2[C:24]([O:25]C)=[N:23][C:22]3[C:17]2=[N:18][C:19]([O:28][CH2:29][CH2:30][O:31][CH3:32])=[N:20][C:21]=3[NH2:27])=[CH:11][CH:10]=1.Cl.N.[BH4-].C(O)(=O)C.C(O)(=O)C.C(O)(=O)C.[Na+].[NH:49]1[CH2:54][CH2:53][O:52][CH2:51][CH2:50]1.C(=O)([O-])O.[Na+]. (7) The reactants are: [CH3:1][NH:2][CH2:3][C:4]1([C:10]2[CH:15]=[CH:14][C:13]([O:16][CH2:17][CH2:18][CH2:19][N:20]3[CH2:24][CH2:23][CH2:22][CH2:21]3)=[CH:12][CH:11]=2)[CH2:9][CH2:8][O:7][CH2:6][CH2:5]1.C(O[C:28]1(O[Si](C)(C)C)[CH2:30][CH2:29]1)C.CC(O)=O.[BH3-]C#N.[Na+]. Given the product [CH3:1][N:2]([CH2:3][C:4]1([C:10]2[CH:15]=[CH:14][C:13]([O:16][CH2:17][CH2:18][CH2:19][N:20]3[CH2:24][CH2:23][CH2:22][CH2:21]3)=[CH:12][CH:11]=2)[CH2:9][CH2:8][O:7][CH2:6][CH2:5]1)[CH:28]1[CH2:30][CH2:29]1, predict the reactants needed to synthesize it.